This data is from Reaction yield outcomes from USPTO patents with 853,638 reactions. The task is: Predict the reaction yield, written as a fraction of the theoretical maximum amount of product (1.0 means a 100% yield; for example, 0.34 means a 34% yield). (1) The reactants are Br[C:2]1[C:7]([O:8][CH3:9])=[CH:6][C:5]2[O:10][CH2:11][C:12]3[C:16]([C:17]([N:19]([C:21]([CH3:24])([CH3:23])[CH3:22])[CH3:20])=[O:18])=[N:15][N:14]([C:25]4[CH:29]=[CH:28][S:27][CH:26]=4)[C:13]=3[C:4]=2[CH:3]=1.CC1(C)C(C)(C)OB([C:38]2[CH:39]=[N:40][NH:41][CH:42]=2)O1.[F-].[Cs+]. The catalyst is O1CCOCC1. The product is [C:21]([N:19]([CH3:20])[C:17]([C:16]1[C:12]2[CH2:11][O:10][C:5]3[CH:6]=[C:7]([O:8][CH3:9])[C:2]([C:38]4[CH:39]=[N:40][NH:41][CH:42]=4)=[CH:3][C:4]=3[C:13]=2[N:14]([C:25]2[CH:29]=[CH:28][S:27][CH:26]=2)[N:15]=1)=[O:18])([CH3:24])([CH3:23])[CH3:22]. The yield is 0.510. (2) The yield is 0.760. The product is [OH:22][CH2:23][C:24]1[CH:29]=[CH:28][C:27]([C:2]2[C:3]([C:16]3[CH:21]=[CH:20][CH:19]=[CH:18][CH:17]=3)=[N:4][C:5]3[C:10]([N:11]=2)=[CH:9][C:8]([C:12]([OH:14])=[O:13])=[CH:7][CH:6]=3)=[CH:26][CH:25]=1. The reactants are Br[C:2]1[C:3]([C:16]2[CH:21]=[CH:20][CH:19]=[CH:18][CH:17]=2)=[N:4][C:5]2[C:10]([N:11]=1)=[CH:9][C:8]([C:12]([O:14]C)=[O:13])=[CH:7][CH:6]=2.[OH:22][CH2:23][C:24]1[CH:29]=[CH:28][C:27](B(O)O)=[CH:26][CH:25]=1. No catalyst specified. (3) The reactants are C([O:4][CH2:5][C:6]1[C:11]([N:12]2[CH2:24][CH2:23][C:22]3[N:21]4[C:16]([CH2:17][CH2:18][CH2:19][CH2:20]4)=[CH:15][C:14]=3[C:13]2=[O:25])=[CH:10][C:9]([F:26])=[CH:8][C:7]=1[C:27]1[CH:32]=[C:31]([NH:33][C:34]2[CH:39]=[CH:38][C:37]([N:40]3[CH2:45][CH2:44][N:43]([CH:46]4[CH2:49][O:48][CH2:47]4)[CH2:42][CH:41]3[CH2:50][CH3:51])=[CH:36][N:35]=2)[C:30](=[O:52])[N:29]([CH3:53])[CH:28]=1)(=O)C.[OH-].[Li+]. The catalyst is C(O)(C)C.C1COCC1.O. The product is [CH2:50]([C@H:41]1[CH2:42][N:43]([CH:46]2[CH2:47][O:48][CH2:49]2)[CH2:44][CH2:45][N:40]1[C:37]1[CH:38]=[CH:39][C:34]([NH:33][C:31]2[C:30](=[O:52])[N:29]([CH3:53])[CH:28]=[C:27]([C:7]3[C:6]([CH2:5][OH:4])=[C:11]([N:12]4[CH2:24][CH2:23][C:22]5[N:21]6[C:16]([CH2:17][CH2:18][CH2:19][CH2:20]6)=[CH:15][C:14]=5[C:13]4=[O:25])[CH:10]=[C:9]([F:26])[CH:8]=3)[CH:32]=2)=[N:35][CH:36]=1)[CH3:51]. The yield is 0.400. (4) The reactants are C([NH:5][S:6]([C:9]1[S:10][C:11]([C:14]2[CH:19]=[CH:18][CH:17]=[C:16]([C:20]3[N:25]=[C:24]([C:26]([F:29])([F:28])[F:27])[CH:23]=[C:22]([C:30]4[CH:35]=[CH:34][C:33]([F:36])=[CH:32][CH:31]=4)[N:21]=3)[CH:15]=2)=[CH:12][CH:13]=1)(=[O:8])=[O:7])(C)(C)C.C(O)(C(F)(F)F)=O. The catalyst is ClCCl. The product is [F:36][C:33]1[CH:32]=[CH:31][C:30]([C:22]2[CH:23]=[C:24]([C:26]([F:28])([F:29])[F:27])[N:25]=[C:20]([C:16]3[CH:15]=[C:14]([C:11]4[S:10][C:9]([S:6]([NH2:5])(=[O:8])=[O:7])=[CH:13][CH:12]=4)[CH:19]=[CH:18][CH:17]=3)[N:21]=2)=[CH:35][CH:34]=1. The yield is 0.350. (5) The reactants are [Br:1][C:2]1[N:7]=[C:6]([NH2:8])[CH:5]=[C:4]([CH3:9])[CH:3]=1.Cl[CH2:11][CH:12]=O. No catalyst specified. The product is [Br:1][C:2]1[N:7]2[CH:11]=[CH:12][N:8]=[C:6]2[CH:5]=[C:4]([CH3:9])[CH:3]=1. The yield is 0.820. (6) The reactants are CN(C)C=O.C([O:9][C:10]1[CH:19]=[C:18]2[C:13]([C:14](=O)[NH:15][CH:16]=[N:17]2)=[CH:12][C:11]=1[O:21][CH3:22])(=O)C.S(Cl)([Cl:25])=O. No catalyst specified. The product is [Cl:25][C:14]1[C:13]2[C:18](=[CH:19][C:10]([OH:9])=[C:11]([O:21][CH3:22])[CH:12]=2)[N:17]=[CH:16][N:15]=1. The yield is 0.920.